From a dataset of Forward reaction prediction with 1.9M reactions from USPTO patents (1976-2016). Predict the product of the given reaction. (1) Given the reactants [NH2:1][C:2]1[CH:29]=[CH:28][C:5]2[CH2:6][CH2:7][C:8]3[C:9]([C:23]([O:25]CC)=O)=[N:10][N:11]([C:13]4[CH:18]=[CH:17][C:16]([O:19][O:20][S:21][NH2:22])=[CH:15][CH:14]=4)[C:12]=3[C:4]=2[CH:3]=1.[OH-].[NH4+:31], predict the reaction product. The product is: [NH2:1][C:2]1[CH:29]=[CH:28][C:5]2[CH2:6][CH2:7][C:8]3[C:9]([C:23]([NH2:31])=[O:25])=[N:10][N:11]([C:13]4[CH:14]=[CH:15][C:16]([O:19][O:20][S:21][NH2:22])=[CH:17][CH:18]=4)[C:12]=3[C:4]=2[CH:3]=1. (2) The product is: [CH2:1]([N:8]1[CH2:13][CH2:12][N:11]([C:14](=[O:29])[C:15]2[CH:20]=[C:19]([C:21]([F:22])([F:23])[F:24])[CH:18]=[C:17]([C:25]([F:28])([F:27])[F:26])[CH:16]=2)[C@H:10]([CH2:30][C:31]2[CH:36]=[CH:35][C:34]([CH3:37])=[C:33]([OH:38])[CH:32]=2)[CH2:9]1)[C:2]1[CH:7]=[CH:6][CH:5]=[CH:4][CH:3]=1. Given the reactants [CH2:1]([N:8]1[CH2:13][CH2:12][N:11]([C:14](=[O:29])[C:15]2[CH:20]=[C:19]([C:21]([F:24])([F:23])[F:22])[CH:18]=[C:17]([C:25]([F:28])([F:27])[F:26])[CH:16]=2)[C@H:10]([CH2:30][C:31]2[CH:36]=[CH:35][C:34]([CH3:37])=[C:33]([O:38]C)[CH:32]=2)[CH2:9]1)[C:2]1[CH:7]=[CH:6][CH:5]=[CH:4][CH:3]=1.B(Br)(Br)Br.C(=O)([O-])O.[Na+], predict the reaction product. (3) The product is: [O:1]=[C:2]1[CH2:7][CH2:6][CH:5]([C:8]2[CH:9]=[CH:10][C:11]3[O:15][C:14](=[O:16])[NH:13][C:12]=3[CH:17]=2)[CH2:4][CH2:3]1. Given the reactants [O:1]=[C:2]1[CH2:7][CH2:6][C:5]([C:8]2[CH:9]=[CH:10][C:11]3[O:15][C:14](=[O:16])[NH:13][C:12]=3[CH:17]=2)=[CH:4][CH2:3]1, predict the reaction product. (4) Given the reactants [C:1]([O:5][C:6](=[O:29])[CH2:7][S:8]([N:11]1[CH2:16][CH2:15][CH:14]([O:17][C:18]2[CH:23]=[CH:22][C:21]([S:24][C:25]([F:28])([F:27])[F:26])=[CH:20][CH:19]=2)[CH2:13][CH2:12]1)(=[O:10])=[O:9])([CH3:4])([CH3:3])[CH3:2].[H-].[Na+].Br[CH2:33][CH2:34][O:35][CH3:36], predict the reaction product. The product is: [C:1]([O:5][C:6](=[O:29])[C:7]([CH2:2][CH2:1][O:5][CH3:6])([S:8]([N:11]1[CH2:16][CH2:15][CH:14]([O:17][C:18]2[CH:19]=[CH:20][C:21]([S:24][C:25]([F:28])([F:27])[F:26])=[CH:22][CH:23]=2)[CH2:13][CH2:12]1)(=[O:10])=[O:9])[CH2:33][CH2:34][O:35][CH3:36])([CH3:4])([CH3:2])[CH3:3]. (5) Given the reactants [Cl:1][C:2]1[C:3]2[S:10][CH:9]=[CH:8][C:4]=2[N:5]=[CH:6][N:7]=1.[Br:11][C:12]1[CH:13]=[C:14]([CH:16]=[CH:17][CH:18]=1)[NH2:15], predict the reaction product. The product is: [ClH:1].[Br:11][C:12]1[CH:13]=[C:14]([CH:16]=[CH:17][CH:18]=1)[NH:15][C:2]1[C:3]2[S:10][CH:9]=[CH:8][C:4]=2[N:5]=[CH:6][N:7]=1. (6) Given the reactants C(C1C=CC(OC2C(OC)=NN(CC(O)=O)C=2CC)=CC=1)#N.[C:23]([C:25]1[C:49]([CH3:50])=[CH:48][C:28]([O:29][C:30]2[C:31]([CH:45]3[CH2:47][CH2:46]3)=[N:32][N:33]([C:35]([CH3:44])([CH3:43])[C:36]([O:38]C(C)(C)C)=[O:37])[CH:34]=2)=[CH:27][C:26]=1[CH3:51])#[N:24], predict the reaction product. The product is: [C:23]([C:25]1[C:26]([CH3:51])=[CH:27][C:28]([O:29][C:30]2[C:31]([CH:45]3[CH2:47][CH2:46]3)=[N:32][N:33]([C:35]([CH3:44])([CH3:43])[C:36]([OH:38])=[O:37])[CH:34]=2)=[CH:48][C:49]=1[CH3:50])#[N:24]. (7) Given the reactants [CH2:1]([O:3][C:4]([N:6]1[CH2:11][CH2:10][N:9]([C:12](=[O:47])[C@@H:13]([NH:23][C:24]([C:26]2[CH:30]=[C:29]([O:31][C:32]3([C:36]([O:38][CH2:39][CH3:40])=[O:37])[CH2:35][CH2:34][CH2:33]3)[N:28]([C:41]3[CH:46]=[CH:45][CH:44]=[CH:43][CH:42]=3)[N:27]=2)=[O:25])[CH2:14][CH2:15][C:16]([O:18]C(C)(C)C)=[O:17])[CH2:8][CH2:7]1)=[O:5])[CH3:2].C1(C)C=CC=CC=1, predict the reaction product. The product is: [CH2:1]([O:3][C:4]([N:6]1[CH2:11][CH2:10][N:9]([C:12](=[O:47])[C@@H:13]([NH:23][C:24]([C:26]2[CH:30]=[C:29]([O:31][C:32]3([C:36]([O:38][CH2:39][CH3:40])=[O:37])[CH2:35][CH2:34][CH2:33]3)[N:28]([C:41]3[CH:46]=[CH:45][CH:44]=[CH:43][CH:42]=3)[N:27]=2)=[O:25])[CH2:14][CH2:15][C:16]([OH:18])=[O:17])[CH2:8][CH2:7]1)=[O:5])[CH3:2].